Dataset: Full USPTO retrosynthesis dataset with 1.9M reactions from patents (1976-2016). Task: Predict the reactants needed to synthesize the given product. Given the product [OH:6][C:7]1[CH:8]=[CH:9][C:10]([CH2:13][CH:14]([C:21]2[CH:22]=[CH:23][CH:24]=[CH:25][CH:26]=2)[CH2:15][C:16]([O:18][CH2:19][CH3:20])=[O:17])=[CH:11][CH:12]=1, predict the reactants needed to synthesize it. The reactants are: [Cl-].[Cl-].[Cl-].[Al+3].C[O:6][C:7]1[CH:12]=[CH:11][C:10]([CH2:13][CH:14]([C:21]2[CH:26]=[CH:25][CH:24]=[CH:23][CH:22]=2)[CH2:15][C:16]([O:18][CH2:19][CH3:20])=[O:17])=[CH:9][CH:8]=1.C(S)C.